From a dataset of Experimentally validated miRNA-target interactions with 360,000+ pairs, plus equal number of negative samples. Binary Classification. Given a miRNA mature sequence and a target amino acid sequence, predict their likelihood of interaction. (1) The miRNA is hsa-miR-4723-5p with sequence UGGGGGAGCCAUGAGAUAAGAGCA. The protein sequence of the target gene is MARGPQTLVQVWVGGQLFQADRALLVEHCGFFRGLFRSGMRETRAAEVRLGVLSAGGFRATLQVLRGDRPALAAEDELLQAVECAAFLQAPALARFLEHNLTSDNCALLCDAAAAFGLRDVFHSAALFICDGERELAAELALPEARAYVAALRPSSYAAVSTHTPAPGFLEDASRTLCYLDEEEDAWRTLAALPLEASTLLAGVATLGNKLYIVGGVRGASKEVVELGFCYDPDGGTWHEFPSPHQPRYDTALAGFDGRLYAIGGEFQRTPISSVERYDPAAGCWSFVADLPQPAAGVPC.... Result: 0 (no interaction). (2) The miRNA is mmu-miR-3086-5p with sequence UAGAUUGUAGGCCCAUUGGA. The protein sequence of the target gene is MDDRYPALQRAQLRLDFIHANSTTHSFLFGALAELLDNARDAGAERLDVFSVDNEKLQGGFMLCFLDDGCGMSPEEASDIIYFGRSKKRLSTLKFIGQYGNGLKSGSMRIGKDFILFTKKEETMTCVFFSQTFCEEESLSEVVVPMPSWLIRTRESVTDDPQKFAMELSIIYKYSPFKTEAELMQQFDVIYGKCGTLLVIYNLKLLLNGEPELDVKTDKEDILMAGALEDFPARWSFRAYTSVLYFNPWMRIFIQAKRVKTKHLCYCLYRPRKYLYVTSSFKGAFKDEVKKAEEAVKIAE.... Result: 0 (no interaction). (3) The miRNA is mmu-miR-547-3p with sequence CUUGGUACAUCUUUGAGUGAG. The protein sequence of the target gene is MAQGPSQCPALLGAPASTTDGTQEARVPLDGAFWIPRPPAGSPKGCFACVSKPPALQAAAAPAPEPSASPPMAPTLFPMESKSSKTDSVRASGVPQACKHLAEKKTMTNPTTVIEVYPDTTEVNDYYLWSIFNFVYLNFCCLGFIALAYSLKVRDKKLLNDLNGAVEDAKTARLFNITSSALAASCIILIFIFLRYPLTDY. Result: 1 (interaction). (4) The miRNA is hsa-miR-331-5p with sequence CUAGGUAUGGUCCCAGGGAUCC. The protein sequence of the target gene is MADQLYLENIDEFVTDQNKIVTYKWLSYTLGVHVNQAKQMLYDYVERKRKENSGAQLHVTYLVSGSLIQNGHSCHKVAVVREDKLEAVKSKLAVTASIHVYSIQKAMLKDSGPLFNTDYDILKSNLQNCSKFSAIQCAAAVPRAPAESSSSSKKFEQSHLHMSSETQANNELTTNGHGPPASKQVSQQPKGIMGMFASKAAAKTQETNKETKTEAKEVTNASAAGNKAPGKGNMMSNFFGKAAMNKFKVNLDSEQAVKEEKIVEQPTVSVTEPKLATPAGLKKSSKKAEPVKVLQKEKKR.... Result: 1 (interaction). (5) The miRNA is hsa-miR-4688 with sequence UAGGGGCAGCAGAGGACCUGGG. The protein sequence of the target gene is MGCDGGTIPKRHELVKGPKKVEKVDKDAELVAQWNYCTLSQEILRRPIVACELGRLYNKDAVIEFLLDKSAEKALGKAASHIKSIKNVTELKLSDNPAWEGDKGNTKGDKHDDLQRARFICPVVGLEMNGRHRFCFLRCCGCVFSERALKEIKAEVCHTCGAAFQEDDVIMLNGTKEDVDVLKTRMEERRLRAKLEKKTKKPKAAESVSKPDVSEEAPGPSKVKTGKPEEASLDSREKKTNLAPKSTAMNESSSGKAGKPPCGATKRSIADSEESEAYKSLFTTHSSAKRSKEESAHWVT.... Result: 0 (no interaction).